From a dataset of Reaction yield outcomes from USPTO patents with 853,638 reactions. Predict the reaction yield, written as a fraction of the theoretical maximum amount of product (1.0 means a 100% yield; for example, 0.34 means a 34% yield). (1) The reactants are [N:1]1[CH:6]=[CH:5][CH:4]=[C:3]([CH2:7]P(=O)(OCC)OCC)[CH:2]=1.C(O[K])(C)(C)C.[CH:22]([C:24]1[C:32]2[C:27](=[CH:28][C:29]([C:33]#[N:34])=[CH:30][CH:31]=2)[NH:26][N:25]=1)=O.C([O-])(O)=O.[Na+]. The catalyst is CN(C=O)C.O. The product is [N:1]1[CH:6]=[CH:5][CH:4]=[C:3](/[CH:7]=[CH:22]/[C:24]2[C:32]3[C:27](=[CH:28][C:29]([C:33]#[N:34])=[CH:30][CH:31]=3)[NH:26][N:25]=2)[CH:2]=1. The yield is 0.670. (2) The product is [Br:6][C:7]1[CH:8]=[N:9][C:10]2[N:11]([N:13]=[C:14]([CH3:16])[C:15]=2[CH:20]=[O:21])[CH:12]=1. The reactants are O=P(Cl)(Cl)Cl.[Br:6][C:7]1[CH:8]=[N:9][C:10]2[N:11]([N:13]=[C:14]([CH3:16])[CH:15]=2)[CH:12]=1.CN([CH:20]=[O:21])C. The yield is 0.590. No catalyst specified. (3) The reactants are [CH3:1][O:2][C:3]1[C:11]([O:12][CH3:13])=[CH:10][CH:9]=[CH:8][C:4]=1[C:5]([OH:7])=O.ClCCl.C(N(CC)CC)C.C(N1C=CN=C1)(N1C=CN=C1)=O.Cl.[CH3:37][O:38][NH:39][CH3:40]. The catalyst is CN(C)C1C=CN=CC=1. The product is [CH3:37][O:38][N:39]([CH3:40])[C:5](=[O:7])[C:4]1[CH:8]=[CH:9][CH:10]=[C:11]([O:12][CH3:13])[C:3]=1[O:2][CH3:1]. The yield is 0.873.